This data is from Experimentally validated miRNA-target interactions with 360,000+ pairs, plus equal number of negative samples. The task is: Binary Classification. Given a miRNA mature sequence and a target amino acid sequence, predict their likelihood of interaction. (1) The miRNA is hsa-miR-3189-3p with sequence CCCUUGGGUCUGAUGGGGUAG. The protein sequence of the target gene is MTRAAERGQGATGWGLRGALVAIALLSALNAAGTVFVLCQWRGLSAALRALEAQRGREQREDSALRAFLAELSRAPGRVPEPSQDPMSAARNKRSHNGEPASHIRAESQDMMMMMTYSMVPIRVMIDLCNSTQGICLTGPPGPPGPPGAGGLPGHNGSDGQPGLQGPKGEKGAIGKRGKMGLPGATGNPGEKGEKGDAGELGLPGNEGPPGQKGDKGDKGDVSNDVLLTGAKGDQGPPGPPGPPGPPGPPGSRRSKGPRPPNVFNSQCPGETCVIPNDDTLVGRADEKANERHSPQTESM.... Result: 0 (no interaction). (2) The miRNA is hsa-miR-513c-3p with sequence UAAAUUUCACCUUUCUGAGAAGA. The protein sequence of the target gene is MSRSGAAAEKADSRQRPQMKVNEYKENQNIAYVSLRPAQTTVLIKTAKVYLAPFSLSNYQLDQLMCPKSLSEKNSNNEVACKKTKIKKTCRRIIPPKMKNTSSKAESTLQNSSSAVHTESNKLQPKRTADAMNLSVDVESSQDGDSDEDTTPSLDFSGLSPYERKRLKNISENADFFASLQLSESAARLREMIEKRQPPKSKRKKPKRENGIGCRRSMRLLKVDPSGVSLPAAPTPPTLVADETPLLPPGPLEMTSENQEDNNERFKGFLHTWAGMSKPSSKNTEKGLSSIKSYKANLNG.... Result: 0 (no interaction). (3) The miRNA is hsa-miR-7850-5p with sequence GUUUGGACAUAGUGUGGCUGG. The protein sequence of the target gene is MQRSPPGYGAQDDPPARRDCAWAPGHGAAADTRGLAAGPAALAAPAAPASPPSPQRSPPRSPEPGRYGLSPAGRGERQAADESRIRRPMNAFMVWAKDERKRLAQQNPDLHNAVLSKMLGKAWKELNAAEKRPFVEEAERLRVQHLRDHPNYKYRPRRKKQARKARRLEPGLLLPGLAPPQPPPEPFPAASGSARAFRELPPLGAEFDGLGLPTPERSPLDGLEPGEAAFFPPPAAPEDCALRPFRAPYAPTELSRDPGGCYGAPLAEALRTAPPAAPLAGLYYGTLGTPGPYPGPLSPP.... Result: 0 (no interaction).